From a dataset of Forward reaction prediction with 1.9M reactions from USPTO patents (1976-2016). Predict the product of the given reaction. (1) Given the reactants O(Cl)[Cl:2].[P+5].[CH3:5][C:6]1[CH:7]=[C:8]([N:13]2[C:17]3[N:18]=[CH:19][NH:20][C:21](=O)[C:16]=3[CH:15]=[N:14]2)[CH:9]=[C:10]([CH3:12])[CH:11]=1, predict the reaction product. The product is: [Cl:2][C:21]1[N:20]=[CH:19][N:18]=[C:17]2[N:13]([C:8]3[CH:7]=[C:6]([CH3:5])[CH:11]=[C:10]([CH3:12])[CH:9]=3)[N:14]=[CH:15][C:16]=12. (2) Given the reactants C([O:3][C:4]([C:6]1[N:7]=[C:8]2[C:13]([C:14]#[N:15])=[CH:12][C:11]([C:16]3[CH:21]=[CH:20][CH:19]=[CH:18][CH:17]=3)=[CH:10][N:9]2[CH:22]=1)=[O:5])C.[OH-].[Na+], predict the reaction product. The product is: [C:14]([C:13]1[C:8]2[N:9]([CH:22]=[C:6]([C:4]([OH:5])=[O:3])[N:7]=2)[CH:10]=[C:11]([C:16]2[CH:17]=[CH:18][CH:19]=[CH:20][CH:21]=2)[CH:12]=1)#[N:15].